The task is: Predict the reactants needed to synthesize the given product.. This data is from Full USPTO retrosynthesis dataset with 1.9M reactions from patents (1976-2016). (1) Given the product [CH3:1][N:2]1[C:7](=[O:8])[CH:6]=[CH:5][N:4]([C:9]2[CH:14]=[CH:13][C:12]([CH3:15])=[C:11]([S:16]([CH2:17][C:18]([F:21])([F:20])[F:19])=[O:31])[CH:10]=2)[C:3]1=[O:22], predict the reactants needed to synthesize it. The reactants are: [CH3:1][N:2]1[C:7](=[O:8])[CH:6]=[CH:5][N:4]([C:9]2[CH:14]=[CH:13][C:12]([CH3:15])=[C:11]([S:16][CH2:17][C:18]([F:21])([F:20])[F:19])[CH:10]=2)[C:3]1=[O:22].ClC1C=CC=C(C(OO)=[O:31])C=1. (2) Given the product [C:33]([C:28]1[CH:29]=[CH:30][CH:31]=[CH:32][C:27]=1[C:4]1[CH:5]=[CH:6][C:7]([CH2:8][C:9]2[C:10](=[O:26])[N:11]([C@H:21]3[CH2:22][C@H:23]([O:25][CH2:37][C:38]([O:40][CH2:41][CH3:42])=[O:39])[CH2:24]3)[C:12]3[N:13]([N:18]=[CH:19][N:20]=3)[C:14]=2[CH2:15][CH2:16][CH3:17])=[C:2]([F:1])[CH:3]=1)#[N:34], predict the reactants needed to synthesize it. The reactants are: [F:1][C:2]1[CH:3]=[C:4]([C:27]2[C:28]([C:33]#[N:34])=[CH:29][CH:30]=[CH:31][CH:32]=2)[CH:5]=[CH:6][C:7]=1[CH2:8][C:9]1[C:10](=[O:26])[N:11]([C@H:21]2[CH2:24][C@H:23]([OH:25])[CH2:22]2)[C:12]2[N:13]([N:18]=[CH:19][N:20]=2)[C:14]=1[CH2:15][CH2:16][CH3:17].[N+](=[CH:37][C:38]([O:40][CH2:41][CH3:42])=[O:39])=[N-]. (3) Given the product [CH2:1]([C:8]1[C:13]([I:22])=[CH:12][CH:11]=[C:10]([N:14]2[CH2:18][C@@H:17]([O:19][CH3:20])[C@H:16]([OH:21])[CH2:15]2)[N:9]=1)[C:2]1[CH:3]=[CH:4][CH:5]=[CH:6][CH:7]=1, predict the reactants needed to synthesize it. The reactants are: [CH2:1]([C:8]1[CH:13]=[CH:12][CH:11]=[C:10]([N:14]2[CH2:18][C@@H:17]([O:19][CH3:20])[C@H:16]([OH:21])[CH2:15]2)[N:9]=1)[C:2]1[CH:7]=[CH:6][CH:5]=[CH:4][CH:3]=1.[I:22]N1C(=O)CCC1=O.S([O-])([O-])=O.[Na+].[Na+]. (4) Given the product [O:14]1[CH2:19][CH2:18][N:17]([C:20]2[CH:37]=[CH:36][C:23]3[NH:24][C:25]([C:27]4[CH:35]=[CH:34][C:30]([C:31]([NH:11][C:10]5[CH:9]=[CH:8][C:7]([N:4]6[CH2:5][CH2:6][O:1][CH2:2][CH2:3]6)=[CH:13][CH:12]=5)=[O:32])=[CH:29][CH:28]=4)=[N:26][C:22]=3[CH:21]=2)[CH2:16][CH2:15]1, predict the reactants needed to synthesize it. The reactants are: [O:1]1[CH2:6][CH2:5][N:4]([C:7]2[CH:13]=[CH:12][C:10]([NH2:11])=[CH:9][CH:8]=2)[CH2:3][CH2:2]1.[O:14]1[CH2:19][CH2:18][N:17]([C:20]2[CH:37]=[CH:36][C:23]3[NH:24][C:25]([C:27]4[CH:35]=[CH:34][C:30]([C:31]([O-])=[O:32])=[CH:29][CH:28]=4)=[N:26][C:22]=3[CH:21]=2)[CH2:16][CH2:15]1. (5) Given the product [CH2:1]([O:3][C:4]([C:6]1[NH:7][C:8]2[C:13]([CH:14]=1)=[CH:12][C:11]([O:15][CH2:16][C:17]1[CH:18]=[CH:19][CH:20]=[CH:21][CH:22]=1)=[C:10]([NH2:23])[CH:9]=2)=[O:5])[CH3:2], predict the reactants needed to synthesize it. The reactants are: [CH2:1]([O:3][C:4]([C:6]1[NH:7][C:8]2[C:13]([CH:14]=1)=[CH:12][C:11]([O:15][CH2:16][C:17]1[CH:22]=[CH:21][CH:20]=[CH:19][CH:18]=1)=[C:10]([NH:23]C=O)[CH:9]=2)=[O:5])[CH3:2].Cl.